Dataset: Full USPTO retrosynthesis dataset with 1.9M reactions from patents (1976-2016). Task: Predict the reactants needed to synthesize the given product. (1) Given the product [CH2:13]([O:20][C:21]1[CH2:26][CH2:25][CH:24]([C:34]2([OH:37])[CH2:35][CH2:36][C:31]3([O:38][CH2:28][CH2:29][O:30]3)[CH2:32][CH2:33]2)[C:23](=[O:27])[CH:22]=1)[C:14]1[CH:19]=[CH:18][CH:17]=[CH:16][CH:15]=1, predict the reactants needed to synthesize it. The reactants are: C(NC(C)C)(C)C.C([Li])CCC.[CH2:13]([O:20][C:21]1[CH2:26][CH2:25][CH2:24][C:23](=[O:27])[CH:22]=1)[C:14]1[CH:19]=[CH:18][CH:17]=[CH:16][CH:15]=1.[CH2:28]1[O:38][C:31]2([CH2:36][CH2:35][C:34](=[O:37])[CH2:33][CH2:32]2)[O:30][CH2:29]1.[Cl-].[NH4+]. (2) Given the product [Cl:1][C:2]1[CH:10]=[C:6]2[C:5](=[CH:4][CH:3]=1)[N:11]=[C:12]([C:13]([CH3:15])=[CH2:14])[NH:9][C:7]2=[O:8], predict the reactants needed to synthesize it. The reactants are: [Cl:1][C:2]1[CH:3]=[CH:4][C:5]([NH:11][C:12](=O)[C:13]([CH3:15])=[CH2:14])=[C:6]([CH:10]=1)[C:7]([NH2:9])=[O:8].[OH-].N. (3) Given the product [Cl:23][C:24]1[CH:25]=[C:26]([CH:29]=[CH:30][C:31]=1[Cl:32])[CH2:27][N:9]1[CH2:10][CH2:11][O:12][CH:7]([CH2:6][NH:5][C:3](=[O:4])[C:2]([F:13])([F:1])[F:14])[CH2:8]1, predict the reactants needed to synthesize it. The reactants are: [F:1][C:2]([F:14])([F:13])[C:3]([NH:5][CH2:6][CH:7]1[O:12][CH2:11][CH2:10][NH:9][CH2:8]1)=[O:4].C(=O)([O-])[O-].[K+].[K+].[I-].[Na+].[Cl:23][C:24]1[CH:25]=[C:26]([CH:29]=[CH:30][C:31]=1[Cl:32])[CH2:27]Cl.